This data is from NCI-60 drug combinations with 297,098 pairs across 59 cell lines. The task is: Regression. Given two drug SMILES strings and cell line genomic features, predict the synergy score measuring deviation from expected non-interaction effect. (1) Drug 1: CCC1=C2CN3C(=CC4=C(C3=O)COC(=O)C4(CC)O)C2=NC5=C1C=C(C=C5)O. Drug 2: CS(=O)(=O)OCCCCOS(=O)(=O)C. Cell line: HT29. Synergy scores: CSS=21.8, Synergy_ZIP=-3.90, Synergy_Bliss=1.98, Synergy_Loewe=-86.4, Synergy_HSA=1.40. (2) Drug 1: C(CCl)NC(=O)N(CCCl)N=O. Drug 2: CC1C(C(CC(O1)OC2CC(CC3=C2C(=C4C(=C3O)C(=O)C5=C(C4=O)C(=CC=C5)OC)O)(C(=O)CO)O)N)O.Cl. Cell line: U251. Synergy scores: CSS=44.0, Synergy_ZIP=-2.04, Synergy_Bliss=-1.49, Synergy_Loewe=2.29, Synergy_HSA=3.38. (3) Drug 1: CN1CCC(CC1)COC2=C(C=C3C(=C2)N=CN=C3NC4=C(C=C(C=C4)Br)F)OC. Drug 2: CN(CCCl)CCCl.Cl. Cell line: UACC62. Synergy scores: CSS=16.3, Synergy_ZIP=0.965, Synergy_Bliss=1.84, Synergy_Loewe=0.221, Synergy_HSA=0.858. (4) Drug 1: CN1C(=O)N2C=NC(=C2N=N1)C(=O)N. Drug 2: COCCOC1=C(C=C2C(=C1)C(=NC=N2)NC3=CC=CC(=C3)C#C)OCCOC.Cl. Cell line: NCI-H322M. Synergy scores: CSS=25.7, Synergy_ZIP=2.57, Synergy_Bliss=1.66, Synergy_Loewe=-18.0, Synergy_HSA=0.115. (5) Drug 1: CC=C1C(=O)NC(C(=O)OC2CC(=O)NC(C(=O)NC(CSSCCC=C2)C(=O)N1)C(C)C)C(C)C. Drug 2: CCN(CC)CCNC(=O)C1=C(NC(=C1C)C=C2C3=C(C=CC(=C3)F)NC2=O)C. Cell line: LOX IMVI. Synergy scores: CSS=57.6, Synergy_ZIP=-0.180, Synergy_Bliss=-0.194, Synergy_Loewe=-30.6, Synergy_HSA=0.202. (6) Drug 1: C1=CC(=C2C(=C1NCCNCCO)C(=O)C3=C(C=CC(=C3C2=O)O)O)NCCNCCO. Drug 2: C(CC(=O)O)C(=O)CN.Cl. Cell line: 786-0. Synergy scores: CSS=56.2, Synergy_ZIP=-4.28, Synergy_Bliss=-2.15, Synergy_Loewe=-19.7, Synergy_HSA=1.53.